This data is from NCI-60 drug combinations with 297,098 pairs across 59 cell lines. The task is: Regression. Given two drug SMILES strings and cell line genomic features, predict the synergy score measuring deviation from expected non-interaction effect. Drug 1: CC(C)(C#N)C1=CC(=CC(=C1)CN2C=NC=N2)C(C)(C)C#N. Drug 2: CCCCCOC(=O)NC1=NC(=O)N(C=C1F)C2C(C(C(O2)C)O)O. Cell line: SW-620. Synergy scores: CSS=0.374, Synergy_ZIP=-0.410, Synergy_Bliss=-0.0456, Synergy_Loewe=-0.388, Synergy_HSA=-0.351.